Task: Predict the reaction yield, written as a fraction of the theoretical maximum amount of product (1.0 means a 100% yield; for example, 0.34 means a 34% yield).. Dataset: Reaction yield outcomes from USPTO patents with 853,638 reactions (1) The reactants are C[O:2][C:3](=[O:38])[CH2:4][C:5]1[CH:10]=[CH:9][CH:8]=[C:7]([C:11]2[CH:15]=[C:14]([C:16]3[N:17]([CH2:29][C:30]4[CH:35]=[CH:34][C:33]([F:36])=[CH:32][C:31]=4[F:37])[C:18](=[O:28])[C:19]([C:26]#[N:27])=[C:20]([C:22]([F:25])([F:24])[F:23])[CH:21]=3)[S:13][CH:12]=2)[CH:6]=1.C1COCC1.O[Li].O.Cl. The catalyst is O. The product is [C:26]([C:19]1[C:18](=[O:28])[N:17]([CH2:29][C:30]2[CH:35]=[CH:34][C:33]([F:36])=[CH:32][C:31]=2[F:37])[C:16]([C:14]2[S:13][CH:12]=[C:11]([C:7]3[CH:6]=[C:5]([CH2:4][C:3]([OH:38])=[O:2])[CH:10]=[CH:9][CH:8]=3)[CH:15]=2)=[CH:21][C:20]=1[C:22]([F:24])([F:25])[F:23])#[N:27]. The yield is 0.650. (2) The reactants are [CH2:1]([O:3][C:4]([C:6]12[CH2:13][CH2:12][C:9]([NH:14][CH2:15][C:16]([N:18]3[CH2:22][C@@H:21]([F:23])[CH2:20][C@H:19]3[C:24]([NH2:26])=O)=[O:17])([CH2:10][CH2:11]1)[CH2:8][CH2:7]2)=[O:5])[CH3:2].FC(F)(F)S(OS(C(F)(F)F)(=O)=O)(=O)=O.FC(F)(F)C(O)=O. No catalyst specified. The product is [CH2:1]([O:3][C:4]([C:6]12[CH2:13][CH2:12][C:9]([NH:14][CH2:15][C:16]([N:18]3[CH2:22][C@@H:21]([F:23])[CH2:20][C@H:19]3[C:24]#[N:26])=[O:17])([CH2:10][CH2:11]1)[CH2:8][CH2:7]2)=[O:5])[CH3:2]. The yield is 0.790. (3) The reactants are Br[C:2]1[N:7]=[CH:6][C:5]([CH2:8][C:9]2[C:17]3[C:12](=[N:13][CH:14]=[CH:15][CH:16]=3)[NH:11][CH:10]=2)=[CH:4][CH:3]=1.[Cl:18][C:19]1[CH:24]=[CH:23][C:22]([C@@H:25]([NH2:27])[CH3:26])=[CH:21][CH:20]=1. The catalyst is CN1CCCC1. The product is [Cl:18][C:19]1[CH:24]=[CH:23][C:22]([C@@H:25]([NH:27][C:2]2[CH:3]=[CH:4][C:5]([CH2:8][C:9]3[C:17]4[C:12](=[N:13][CH:14]=[CH:15][CH:16]=4)[NH:11][CH:10]=3)=[CH:6][N:7]=2)[CH3:26])=[CH:21][CH:20]=1. The yield is 0.200. (4) The reactants are FC(F)(F)C(O)=O.[CH3:8][O:9][C:10]1[CH:11]=[C:12]2[C:17](=[CH:18][C:19]=1[O:20][CH3:21])[N:16]=[CH:15][N:14]=[C:13]2[N:22]1[CH2:26][CH2:25][CH:24]([NH2:27])[CH2:23]1.[CH:28]([C:31]1[CH:36]=[CH:35][C:34]([CH2:37][C:38](O)=[O:39])=[CH:33][CH:32]=1)([CH3:30])[CH3:29].C1C=CC2N(O)N=NC=2C=1.CN(C(ON1N=NC2C=CC=CC1=2)=[N+](C)C)C.F[P-](F)(F)(F)(F)F.CCN(C(C)C)C(C)C. The catalyst is C1COCC1. The product is [CH3:8][O:9][C:10]1[CH:11]=[C:12]2[C:17](=[CH:18][C:19]=1[O:20][CH3:21])[N:16]=[CH:15][N:14]=[C:13]2[N:22]1[CH2:26][CH2:25][CH:24]([NH:27][C:38](=[O:39])[CH2:37][C:34]2[CH:35]=[CH:36][C:31]([CH:28]([CH3:29])[CH3:30])=[CH:32][CH:33]=2)[CH2:23]1. The yield is 0.920. (5) The reactants are C([O:8][N:9]1[C:15](=[O:16])[N:14]2[CH2:17][C@H:10]1[CH2:11][CH2:12][C@H:13]2[C:18]1[O:19][C:20]([N:23]2[CH2:28][CH2:27][N:26]([CH3:29])[CH2:25][CH2:24]2)=[N:21][N:22]=1)C1C=CC=CC=1. The catalyst is C1COCC1.[Pd]. The product is [OH:8][N:9]1[C:15](=[O:16])[N:14]2[CH2:17][C@H:10]1[CH2:11][CH2:12][C@H:13]2[C:18]1[O:19][C:20]([N:23]2[CH2:28][CH2:27][N:26]([CH3:29])[CH2:25][CH2:24]2)=[N:21][N:22]=1. The yield is 0.980. (6) The reactants are [CH3:1][S:2][C:3]1[N:4]=[CH:5][C:6]2[C:12](=[O:13])[CH2:11][CH:10]([C:14](O)=[O:15])[N:9]([C:17]3([CH2:22][O:23][Si:24]([CH:31]([CH3:33])[CH3:32])([CH:28]([CH3:30])[CH3:29])[CH:25]([CH3:27])[CH3:26])[CH2:21][CH2:20][CH2:19][CH2:18]3)[C:7]=2[N:8]=1.[CH3:34][O:35][C:36]1[CH:41]=[C:40]([O:42][CH3:43])[CH:39]=[CH:38][C:37]=1[CH2:44][NH2:45].F[P-](F)(F)(F)(F)F.C[N+](C)=C(N(C)C)ON1C2N=CC=CC=2N=N1.C(N(CC)C(C)C)(C)C. The catalyst is CN(C)C=O.O. The product is [CH3:34][O:35][C:36]1[CH:41]=[C:40]([O:42][CH3:43])[CH:39]=[CH:38][C:37]=1[CH2:44][NH:45][C:14]([CH:10]1[N:9]([C:17]2([CH2:22][O:23][Si:24]([CH:25]([CH3:27])[CH3:26])([CH:28]([CH3:30])[CH3:29])[CH:31]([CH3:32])[CH3:33])[CH2:21][CH2:20][CH2:19][CH2:18]2)[C:7]2[N:8]=[C:3]([S:2][CH3:1])[N:4]=[CH:5][C:6]=2[C:12](=[O:13])[CH2:11]1)=[O:15]. The yield is 0.880. (7) The yield is 0.840. The product is [C:28]([CH2:27][N:1]1[C:9]2[C:4](=[CH:5][CH:6]=[C:7]([C:10]([O:12][CH2:13][CH3:14])=[O:11])[CH:8]=2)[CH:3]=[C:2]1[C:15]([O:17][CH2:18][CH3:19])=[O:16])#[N:29]. The reactants are [NH:1]1[C:9]2[C:4](=[CH:5][CH:6]=[C:7]([C:10]([O:12][CH2:13][CH3:14])=[O:11])[CH:8]=2)[CH:3]=[C:2]1[C:15]([O:17][CH2:18][CH3:19])=[O:16].C([O-])([O-])=O.[K+].[K+].Br[CH2:27][C:28]#[N:29]. The catalyst is CN(C=O)C.CCOC(C)=O. (8) The reactants are [NH2:1][C:2]1[CH:11]=[CH:10][CH:9]=[C:8]2[C:3]=1[CH:4]=[CH:5][N:6]=[CH:7]2.[Cl:12][C:13]1[CH:18]=[CH:17][C:16]([C:19]([N:22]=[C:23]=[O:24])([CH3:21])[CH3:20])=[CH:15][CH:14]=1. The catalyst is C1COCC1. The product is [Cl:12][C:13]1[CH:14]=[CH:15][C:16]([C:19]([NH:22][C:23]([NH:1][C:2]2[CH:11]=[CH:10][CH:9]=[C:8]3[C:3]=2[CH:4]=[CH:5][N:6]=[CH:7]3)=[O:24])([CH3:21])[CH3:20])=[CH:17][CH:18]=1. The yield is 0.340.